Dataset: Forward reaction prediction with 1.9M reactions from USPTO patents (1976-2016). Task: Predict the product of the given reaction. (1) Given the reactants [NH:1]1[C@@H:9]2[C@H:4]([CH2:5][CH2:6][CH2:7][CH2:8]2)[CH2:3][CH:2]1[C:10]([OH:12])=[O:11].[C:13]1([CH3:23])[CH:18]=[CH:17][C:16]([S:19]([OH:22])(=[O:21])=[O:20])=[CH:15][CH:14]=1.C(O)C1C=CC=CC=1, predict the reaction product. The product is: [CH2:23]([O:11][C:10]([CH:2]1[CH2:3][C@@H:4]2[C@H:9]([CH2:8][CH2:7][CH2:6][CH2:5]2)[NH:1]1)=[O:12])[C:13]1[CH:18]=[CH:17][CH:16]=[CH:15][CH:14]=1.[CH3:23][C:13]1[CH:18]=[CH:17][C:16]([S:19]([OH:22])(=[O:21])=[O:20])=[CH:15][CH:14]=1. (2) Given the reactants [CH3:1][C:2]1[C:6]2[CH:7]=[CH:8][C:9]([C:11]([F:14])([F:13])[F:12])=[CH:10][C:5]=2[O:4][C:3]=1[CH:15]([CH2:19][CH2:20][CH2:21][CH3:22])[CH2:16][CH2:17]O.C1(P(C2C=CC=CC=2)C2C=CC=CC=2)C=CC=CC=1.C(Br)(Br)(Br)[Br:43], predict the reaction product. The product is: [Br:43][CH2:17][CH2:16][CH:15]([C:3]1[O:4][C:5]2[CH:10]=[C:9]([C:11]([F:14])([F:13])[F:12])[CH:8]=[CH:7][C:6]=2[C:2]=1[CH3:1])[CH2:19][CH2:20][CH2:21][CH3:22]. (3) Given the reactants C([NH:8][C:9]1[C:18]2[C:13](=[CH:14][CH:15]=[CH:16][CH:17]=2)[N:12]=[C:11](Cl)[CH:10]=1)C1C=CC=CC=1.[CH3:20][NH:21][CH3:22], predict the reaction product. The product is: [CH2:9]([C:10]1[C:11]([N:21]([CH3:22])[CH3:20])=[N:12][C:13]2[C:18]([C:9]=1[NH2:8])=[CH:17][CH:16]=[CH:15][CH:14]=2)[C:18]1[CH:13]=[CH:14][CH:15]=[CH:16][CH:17]=1. (4) Given the reactants [Br:1][C:2]1[CH:3]=[C:4]2[C:9](=[CH:10][CH:11]=1)[N:8]=[CH:7][CH:6]=[C:5]2Cl.[S-2:13].[Na+].[Na+].CN(C)C=O.Cl, predict the reaction product. The product is: [Br:1][C:2]1[CH:3]=[C:4]2[C:9](=[CH:10][CH:11]=1)[N:8]=[CH:7][CH:6]=[C:5]2[SH:13].